This data is from Catalyst prediction with 721,799 reactions and 888 catalyst types from USPTO. The task is: Predict which catalyst facilitates the given reaction. (1) Reactant: [NH2:1][C@H:2]1[CH2:7][C@@H:6]([C:8]2[CH:13]=[CH:12][CH:11]=[CH:10][CH:9]=2)[C@@H:5]([CH3:14])[N:4]2[C:15]([C:18]([OH:21])([CH3:20])[CH3:19])=[CH:16][N:17]=[C:3]12.[O:22]=[C:23]1[NH:31][C:26]2[N:27]=[CH:28][N:29]=[CH:30][C:25]=2[C@@:24]21[CH2:42][C:34]1=[N:35][CH:36]=[C:37]([C:39](O)=[O:40])[CH:38]=[C:33]1[CH2:32]2.ON1C2N=CC=CC=2N=N1.CN1CCOCC1.Cl.CN(C)CCCN=C=NCC. Product: [OH:21][C:18]([C:15]1[N:4]2[C@H:5]([CH3:14])[C@H:6]([C:8]3[CH:13]=[CH:12][CH:11]=[CH:10][CH:9]=3)[CH2:7][C@H:2]([NH:1][C:39]([C:37]3[CH:38]=[C:33]4[CH2:32][C@@:24]5([C:25]6[CH:30]=[N:29][CH:28]=[N:27][C:26]=6[NH:31][C:23]5=[O:22])[CH2:42][C:34]4=[N:35][CH:36]=3)=[O:40])[C:3]2=[N:17][CH:16]=1)([CH3:20])[CH3:19]. The catalyst class is: 35. (2) Reactant: [CH2:1]([O:3][C:4]1[CH:5]=[C:6]([CH:18]2[NH:23][C:22](=[O:24])[NH:21][C:20]([C:25]3[CH:30]=[CH:29][C:28]([NH:31][C:32](=[O:35])[O:33][CH3:34])=[CH:27][CH:26]=3)=[C:19]2[C:36]2[CH:41]=[CH:40][CH:39]=[CH:38][CH:37]=2)[CH:7]=[C:8]([N+:15]([O-:17])=[O:16])[C:9]=1[O:10]C(OC)=O)[CH3:2].[OH-].[Na+].Cl.O. Product: [CH2:1]([O:3][C:4]1[CH:5]=[C:6]([CH:18]2[NH:23][C:22](=[O:24])[NH:21][C:20]([C:25]3[CH:26]=[CH:27][C:28]([NH:31][C:32](=[O:35])[O:33][CH3:34])=[CH:29][CH:30]=3)=[C:19]2[C:36]2[CH:41]=[CH:40][CH:39]=[CH:38][CH:37]=2)[CH:7]=[C:8]([N+:15]([O-:17])=[O:16])[C:9]=1[OH:10])[CH3:2]. The catalyst class is: 8. (3) Reactant: [CH3:1][C:2]1([CH3:10])[O:7][C:6](=[O:8])[CH2:5][C:4](=[O:9])[O:3]1.N1C=CC=CC=1.[N:17]([CH2:20][CH2:21][CH2:22][C:23](Cl)=[O:24])=[N+:18]=[N-:19]. Product: [N:17]([CH2:20][CH2:21][CH2:22][C:23]([CH:5]1[C:6](=[O:8])[O:7][C:2]([CH3:10])([CH3:1])[O:3][C:4]1=[O:9])=[O:24])=[N+:18]=[N-:19]. The catalyst class is: 2. (4) Reactant: [OH-].[Na+].[Cl:3][C:4]1[CH:12]=[C:11]([NH:13][NH2:14])[C:7]([C:8]([O-])=[O:9])=[CH:6][N:5]=1.Cl. Product: [Cl:3][C:4]1[N:5]=[CH:6][C:7]2[C:8](=[O:9])[NH:14][NH:13][C:11]=2[CH:12]=1. The catalyst class is: 8. (5) Reactant: [H-].[Na+].[NH:3]1[CH:7]=[C:6]([CH:8]=[O:9])[N:5]=[CH:4]1.[CH3:10][O:11][C:12](=[O:21])[C:13]1[CH:18]=[CH:17][C:16]([CH2:19]Br)=[CH:15][CH:14]=1. Product: [CH3:10][O:11][C:12](=[O:21])[C:13]1[CH:18]=[CH:17][C:16]([CH2:19][N:5]2[C:6]([CH:8]=[O:9])=[CH:7][N:3]=[CH:4]2)=[CH:15][CH:14]=1. The catalyst class is: 3. (6) Reactant: COC1C=CC(P2(SP(C3C=CC(OC)=CC=3)(=S)S2)=[S:10])=CC=1.[CH2:23]([O:30][N:31]1[C:37](=[O:38])[N:36]2[CH2:39][C@H:32]1[CH2:33][CH2:34][C@H:35]2[C:40]([NH:42][NH:43][C:44](=O)[CH2:45][NH:46][C:47](=[O:53])[O:48][C:49]([CH3:52])([CH3:51])[CH3:50])=O)[C:24]1[CH:29]=[CH:28][CH:27]=[CH:26][CH:25]=1.C([O-])(O)=O.[Na+]. Product: [CH2:23]([O:30][N:31]1[C:37](=[O:38])[N:36]2[CH2:39][C@H:32]1[CH2:33][CH2:34][C@H:35]2[C:40]1[S:10][C:44]([CH2:45][NH:46][C:47](=[O:53])[O:48][C:49]([CH3:52])([CH3:51])[CH3:50])=[N:43][N:42]=1)[C:24]1[CH:29]=[CH:28][CH:27]=[CH:26][CH:25]=1. The catalyst class is: 1. (7) The catalyst class is: 29. Reactant: [CH:1]([C:3]1[CH:8]=[C:7]([CH3:9])[C:6]([CH:10]=[CH:11][C:12]([OH:14])=[O:13])=[C:5]([CH3:15])[CH:4]=1)=[O:2].CCN(C(C)C)C(C)C. Product: [OH:2][CH2:1][C:3]1[CH:8]=[C:7]([CH3:9])[C:6]([CH2:10][CH2:11][C:12]([OH:14])=[O:13])=[C:5]([CH3:15])[CH:4]=1. (8) Reactant: [Cl:1][CH:2]1[C:10]2[C:5](=[CH:6][CH:7]=[CH:8][CH:9]=2)[CH2:4][CH2:3]1.[NH:11]1[CH2:16][CH2:15][CH:14]([CH2:17][CH2:18][C:19]([C:21]2[CH:22]=[C:23]3[C:28]4=[C:29]([CH2:31][CH2:32][N:27]4[C:26](=[O:33])[CH2:25][CH2:24]3)[CH:30]=2)=[O:20])[CH2:13][CH2:12]1.[K].[I-].[K+]. Product: [ClH:1].[CH:2]1([N:11]2[CH2:12][CH2:13][CH:14]([CH2:17][CH2:18][C:19]([C:21]3[CH:22]=[C:23]4[C:28]5=[C:29]([CH2:31][CH2:32][N:27]5[C:26](=[O:33])[CH2:25][CH2:24]4)[CH:30]=3)=[O:20])[CH2:15][CH2:16]2)[C:10]2[C:5](=[CH:6][CH:7]=[CH:8][CH:9]=2)[CH2:4][CH2:3]1. The catalyst class is: 10.